Dataset: Reaction yield outcomes from USPTO patents with 853,638 reactions. Task: Predict the reaction yield, written as a fraction of the theoretical maximum amount of product (1.0 means a 100% yield; for example, 0.34 means a 34% yield). (1) The reactants are [OH-].[Li+].[Br:3][C:4]1[N:5]([C:18]2[C:27]3[C:22](=[CH:23][CH:24]=[CH:25][CH:26]=3)[C:21]([CH:28]3[CH2:30][CH2:29]3)=[CH:20][CH:19]=2)[C:6]([S:9][C:10]([CH3:17])([CH3:16])[C:11]([O:13]CC)=[O:12])=[N:7][N:8]=1. The catalyst is C1COCC1.CO. The product is [Br:3][C:4]1[N:5]([C:18]2[C:27]3[C:22](=[CH:23][CH:24]=[CH:25][CH:26]=3)[C:21]([CH:28]3[CH2:30][CH2:29]3)=[CH:20][CH:19]=2)[C:6]([S:9][C:10]([CH3:17])([CH3:16])[C:11]([OH:13])=[O:12])=[N:7][N:8]=1. The yield is 0.760. (2) The reactants are [Cl:1][C:2]1[CH:7]=[CH:6][C:5]([O:8][C:9]2[CH:14]=[CH:13][C:12]([CH2:15][S:16][C:17]3[NH:18][CH:19]=[C:20]([CH2:24][C:25]4[CH:26]=[N:27][C:28]([O:31][CH3:32])=[N:29][CH:30]=4)[C:21](=[O:23])[N:22]=3)=[CH:11][CH:10]=2)=[CH:4][C:3]=1[C:33]([F:36])([F:35])[F:34].[CH3:37]CN(C(C)C)C(C)C.CI. The catalyst is C(Cl)Cl. The product is [Cl:1][C:2]1[CH:7]=[CH:6][C:5]([O:8][C:9]2[CH:10]=[CH:11][C:12]([CH2:15][S:16][C:17]3[N:18]([CH3:37])[CH:19]=[C:20]([CH2:24][C:25]4[CH:30]=[N:29][C:28]([O:31][CH3:32])=[N:27][CH:26]=4)[C:21](=[O:23])[N:22]=3)=[CH:13][CH:14]=2)=[CH:4][C:3]=1[C:33]([F:35])([F:36])[F:34]. The yield is 0.325. (3) The reactants are [Br:1][C:2]1[C:7]2[NH:8][C:9](=O)[N:10]([CH2:11][CH2:12][CH2:13][Cl:14])[C:6]=2[C:5]([C:16]([O:18][CH3:19])=[O:17])=[CH:4][CH:3]=1.P(Cl)(Cl)([Cl:22])=O. No catalyst specified. The product is [Br:1][C:2]1[C:7]2[N:8]=[C:9]([Cl:22])[N:10]([CH2:11][CH2:12][CH2:13][Cl:14])[C:6]=2[C:5]([C:16]([O:18][CH3:19])=[O:17])=[CH:4][CH:3]=1. The yield is 0.830.